The task is: Predict the reaction yield, written as a fraction of the theoretical maximum amount of product (1.0 means a 100% yield; for example, 0.34 means a 34% yield).. This data is from Reaction yield outcomes from USPTO patents with 853,638 reactions. The reactants are [C:1]([C:3]1[C:11]2[C:6](=[CH:7][CH:8]=[CH:9][CH:10]=2)[N:5]([C:12]2[CH:17]=[CH:16][CH:15]=[C:14]([F:18])[CH:13]=2)[C:4]=1[C:19]([O:21]C)=[O:20])#[N:2].[OH-].[Li+].O. The catalyst is CO.Cl. The product is [C:1]([C:3]1[C:11]2[C:6](=[CH:7][CH:8]=[CH:9][CH:10]=2)[N:5]([C:12]2[CH:17]=[CH:16][CH:15]=[C:14]([F:18])[CH:13]=2)[C:4]=1[C:19]([OH:21])=[O:20])#[N:2]. The yield is 0.970.